This data is from Forward reaction prediction with 1.9M reactions from USPTO patents (1976-2016). The task is: Predict the product of the given reaction. The product is: [CH2:15]([O:8][C:7]([C:4]1[CH:5]=[CH:6][N:1]=[N:2][CH:3]=1)=[O:9])[CH3:16]. Given the reactants [N:1]1[CH:6]=[CH:5][C:4]([C:7]([OH:9])=[O:8])=[CH:3][N:2]=1.OS(O)(=O)=O.[CH2:15](O)[CH3:16], predict the reaction product.